Dataset: Full USPTO retrosynthesis dataset with 1.9M reactions from patents (1976-2016). Task: Predict the reactants needed to synthesize the given product. (1) Given the product [F:1][C:2]1[CH:8]=[CH:7][C:5]([NH:6][C:15]2[C:14]3[C:19](=[CH:20][CH:21]=[C:12]([O:11][CH3:10])[CH:13]=3)[N:18]=[CH:17][C:16]=2[C:22]([NH2:24])=[O:23])=[C:4]([CH3:9])[CH:3]=1, predict the reactants needed to synthesize it. The reactants are: [F:1][C:2]1[CH:8]=[CH:7][C:5]([NH2:6])=[C:4]([CH3:9])[CH:3]=1.[CH3:10][O:11][C:12]1[CH:13]=[C:14]2[C:19](=[CH:20][CH:21]=1)[N:18]=[CH:17][C:16]([C:22]([NH2:24])=[O:23])=[C:15]2Cl.C(O)(=O)C.C(O)C. (2) Given the product [CH:21]1([N:10]2[C:9]3[N:8]=[C:7]([N:3]4[CH:4]=[CH:5][N:6]=[C:2]4[N:26]4[CH2:30][CH2:29][CH2:28][CH2:27]4)[N:16]=[CH:15][C:14]=3[N:13]([CH3:17])[C:12](=[O:18])[C@H:11]2[CH2:19][CH3:20])[CH2:25][CH2:24][CH2:23][CH2:22]1, predict the reactants needed to synthesize it. The reactants are: Br[C:2]1[N:3]([C:7]2[N:16]=[CH:15][C:14]3[N:13]([CH3:17])[C:12](=[O:18])[C@@H:11]([CH2:19][CH3:20])[N:10]([CH:21]4[CH2:25][CH2:24][CH2:23][CH2:22]4)[C:9]=3[N:8]=2)[CH:4]=[CH:5][N:6]=1.[NH:26]1[CH2:30][CH2:29][CH2:28][CH2:27]1.C1C=CC(P(C2C(C3C(P(C4C=CC=CC=4)C4C=CC=CC=4)=CC=C4C=3C=CC=C4)=C3C(C=CC=C3)=CC=2)C2C=CC=CC=2)=CC=1.C([O-])([O-])=O.[K+].[K+].